This data is from Forward reaction prediction with 1.9M reactions from USPTO patents (1976-2016). The task is: Predict the product of the given reaction. (1) Given the reactants [C:1]([C:5]1[CH:12]=[C:11]([CH2:13][Cl:14])[CH:10]=[C:7]([CH:8]=[O:9])[C:6]=1[OH:15])([CH3:4])([CH3:3])[CH3:2].[CH2:16]([NH:18][CH2:19][CH3:20])[CH3:17], predict the reaction product. The product is: [ClH:14].[C:1]([C:5]1[CH:12]=[C:11]([CH2:13][N:18]([CH2:19][CH3:20])[CH2:16][CH3:17])[CH:10]=[C:7]([CH:8]=[O:9])[C:6]=1[OH:15])([CH3:4])([CH3:3])[CH3:2]. (2) Given the reactants [NH:1]1[CH2:6][CH2:5][CH:4]([CH2:7][OH:8])[CH2:3][CH2:2]1.[CH:9]([C:11]1([C:16]([O:18][CH3:19])=[O:17])[CH2:15][CH2:14][CH2:13][CH2:12]1)=O.C(C1(C(OC)=O)CCC1)=O, predict the reaction product. The product is: [OH:8][CH2:7][CH:4]1[CH2:5][CH2:6][N:1]([CH2:9][C:11]2([C:16]([O:18][CH3:19])=[O:17])[CH2:15][CH2:14][CH2:13][CH2:12]2)[CH2:2][CH2:3]1. (3) Given the reactants [N:1]1[CH:6]=[CH:5][CH:4]=[C:3]([C:7]2([CH2:12][C:13]([OH:15])=O)[NH:11][CH:10]=[CH:9][S:8]2)[CH:2]=1.[NH2:16][C:17]1[CH:24]=[CH:23][CH:22]=[CH:21][C:18]=1[CH:19]=[O:20], predict the reaction product. The product is: [CH:19]([C:18]1[CH:21]=[CH:22][CH:23]=[CH:24][C:17]=1[NH:16][C:13](=[O:15])[CH2:12][C:7]1([C:3]2[CH:2]=[N:1][CH:6]=[CH:5][CH:4]=2)[NH:11][CH:10]=[CH:9][S:8]1)=[O:20]. (4) Given the reactants C(C1C(O)=C(C(C)=C(SC2C=CC(OC)=CC=2)C=1)C(O)=O)(C)(C)C.[F:25][C:26]([F:39])([F:38])[C:27]1[CH:28]=[C:29]([SH:37])[CH:30]=[C:31]([C:33]([F:36])([F:35])[F:34])[CH:32]=1.S(Cl)([Cl:43])(=O)=O.ClN1C(=O)CCC1=O, predict the reaction product. The product is: [F:36][C:33]([F:34])([F:35])[C:31]1[CH:30]=[C:29]([S:37][Cl:43])[CH:28]=[C:27]([C:26]([F:38])([F:25])[F:39])[CH:32]=1.